This data is from Full USPTO retrosynthesis dataset with 1.9M reactions from patents (1976-2016). The task is: Predict the reactants needed to synthesize the given product. (1) Given the product [N+:15]([C:18]1[CH:23]=[CH:22][C:21]([CH2:24][CH2:25][N:26]2[CH2:27][CH2:28][N:29]([CH:11]([CH3:12])[CH2:10][C:7]3[CH:8]=[CH:9][C:4]([N+:1]([O-:3])=[O:2])=[CH:5][CH:6]=3)[CH2:30][CH2:31]2)=[CH:20][CH:19]=1)([O-:17])=[O:16], predict the reactants needed to synthesize it. The reactants are: [N+:1]([C:4]1[CH:9]=[CH:8][C:7]([CH2:10][C:11](=O)[CH3:12])=[CH:6][CH:5]=1)([O-:3])=[O:2].Cl.[N+:15]([C:18]1[CH:23]=[CH:22][C:21]([CH2:24][CH2:25][N:26]2[CH2:31][CH2:30][NH:29][CH2:28][CH2:27]2)=[CH:20][CH:19]=1)([O-:17])=[O:16].C([BH3-])#N.[Na+].[OH-].[Na+]. (2) Given the product [Cl:1][C:2]1[CH:20]=[C:19]([Cl:21])[CH:18]=[CH:17][C:3]=1[O:4][CH2:5][C:6]1[CH:7]=[C:8]([CH:9]=[C:10]([O:12][CH2:13][CH3:14])[CH:11]=1)[CH2:15][O:16][C:23]1[CH:27]=[C:26]([CH2:28][CH2:29][C:30]([OH:32])=[O:31])[N:25]([C:35]2[CH:40]=[CH:39][CH:38]=[CH:37][CH:36]=2)[N:24]=1, predict the reactants needed to synthesize it. The reactants are: [Cl:1][C:2]1[CH:20]=[C:19]([Cl:21])[CH:18]=[CH:17][C:3]=1[O:4][CH2:5][C:6]1[CH:7]=[C:8]([CH2:15][OH:16])[CH:9]=[C:10]([O:12][CH2:13][CH3:14])[CH:11]=1.O[C:23]1[CH:27]=[C:26]([CH2:28][CH2:29][C:30]([O:32]CC)=[O:31])[N:25]([C:35]2[CH:40]=[CH:39][CH:38]=[CH:37][CH:36]=2)[N:24]=1.C(P(CCCC)CCCC)CCC.N(C(N1CCCCC1)=O)=NC(N1CCCCC1)=O.O1CCCC1CCO.[OH-].[Na+].Cl. (3) Given the product [Br:15][CH2:1][C:2]1[CH:11]=[CH:10][CH:9]=[C:8]([N+:12]([O-:14])=[O:13])[C:3]=1[C:4]([O:6][CH3:7])=[O:5], predict the reactants needed to synthesize it. The reactants are: [CH3:1][C:2]1[CH:11]=[CH:10][CH:9]=[C:8]([N+:12]([O-:14])=[O:13])[C:3]=1[C:4]([O:6][CH3:7])=[O:5].[Br:15]N1C(=O)CCC1=O. (4) Given the product [CH3:40][N:36]1[C:35]2[C:41]([CH3:43])=[CH:42][C:32]([C:30]([C:25]3[N:26]=[C:27]([CH3:29])[N:28]=[C:23]([N:4]4[CH2:5][CH2:6][CH:7]([N:8]5[CH2:14][CH2:13][C:12]6[CH:15]=[C:16]([O:19][CH3:20])[CH:17]=[CH:18][C:11]=6[NH:10][C:9]5=[O:21])[CH:2]([F:1])[CH2:3]4)[CH:24]=3)=[O:31])=[CH:33][C:34]=2[O:38][C:37]1=[O:39], predict the reactants needed to synthesize it. The reactants are: [F:1][CH:2]1[CH:7]([N:8]2[CH2:14][CH2:13][C:12]3[CH:15]=[C:16]([O:19][CH3:20])[CH:17]=[CH:18][C:11]=3[NH:10][C:9]2=[O:21])[CH2:6][CH2:5][NH:4][CH2:3]1.Cl[C:23]1[N:28]=[C:27]([CH3:29])[N:26]=[C:25]([C:30]([C:32]2[CH:42]=[C:41]([CH3:43])[C:35]3[N:36]([CH3:40])[C:37](=[O:39])[O:38][C:34]=3[CH:33]=2)=[O:31])[CH:24]=1.CCN(C(C)C)C(C)C. (5) Given the product [CH2:20]([O:22][CH2:23][O:1][C:2]1[C:9]([CH3:10])=[CH:8][CH:7]=[CH:6][C:3]=1[CH:4]=[O:5])[CH3:21], predict the reactants needed to synthesize it. The reactants are: [OH:1][C:2]1[C:9]([CH3:10])=[CH:8][CH:7]=[CH:6][C:3]=1[CH:4]=[O:5].C(N(C(C)C)CC)(C)C.[CH2:20]([O:22][CH2:23]OCl)[CH3:21]. (6) Given the product [NH2:15][C:11]1[CH:12]=[C:13]2[C:8](=[CH:9][CH:10]=1)[C:7](=[O:18])[N:6]([CH2:5][C:4]1[CH:19]=[CH:20][C:21]([O:23][CH3:24])=[CH:22][C:3]=1[O:2][CH3:1])[CH2:14]2, predict the reactants needed to synthesize it. The reactants are: [CH3:1][O:2][C:3]1[CH:22]=[C:21]([O:23][CH3:24])[CH:20]=[CH:19][C:4]=1[CH2:5][N:6]1[CH2:14][C:13]2[C:8](=[CH:9][CH:10]=[C:11]([N+:15]([O-])=O)[CH:12]=2)[C:7]1=[O:18].[H][H].